This data is from NCI-60 drug combinations with 297,098 pairs across 59 cell lines. The task is: Regression. Given two drug SMILES strings and cell line genomic features, predict the synergy score measuring deviation from expected non-interaction effect. (1) Drug 1: CCCS(=O)(=O)NC1=C(C(=C(C=C1)F)C(=O)C2=CNC3=C2C=C(C=N3)C4=CC=C(C=C4)Cl)F. Drug 2: CC12CCC3C(C1CCC2O)C(CC4=C3C=CC(=C4)O)CCCCCCCCCS(=O)CCCC(C(F)(F)F)(F)F. Cell line: A549. Synergy scores: CSS=12.2, Synergy_ZIP=0.221, Synergy_Bliss=3.62, Synergy_Loewe=0.302, Synergy_HSA=1.84. (2) Drug 1: CN(CCCl)CCCl.Cl. Drug 2: CN(C(=O)NC(C=O)C(C(C(CO)O)O)O)N=O. Cell line: RPMI-8226. Synergy scores: CSS=27.6, Synergy_ZIP=-9.31, Synergy_Bliss=-3.31, Synergy_Loewe=-26.4, Synergy_HSA=-4.77.